Dataset: Reaction yield outcomes from USPTO patents with 853,638 reactions. Task: Predict the reaction yield, written as a fraction of the theoretical maximum amount of product (1.0 means a 100% yield; for example, 0.34 means a 34% yield). (1) The reactants are Br[C:2]1[CH:7]=[CH:6][C:5]([S:8]([NH:11][CH:12]([CH3:14])[CH3:13])(=[O:10])=[O:9])=[CH:4][C:3]=1[F:15].[C:16]([C:18]1[N:22]([CH3:23])[C:21](B(O)O)=[CH:20][CH:19]=1)#[N:17].[F-].[K+].C(P(C(C)(C)C)C(C)(C)C)(C)(C)C. The catalyst is C1C=CC(/C=C/C(/C=C/C2C=CC=CC=2)=O)=CC=1.C1C=CC(/C=C/C(/C=C/C2C=CC=CC=2)=O)=CC=1.C1C=CC(/C=C/C(/C=C/C2C=CC=CC=2)=O)=CC=1.[Pd].[Pd]. The product is [C:16]([C:18]1[N:22]([CH3:23])[C:21]([C:2]2[CH:7]=[CH:6][C:5]([S:8]([NH:11][CH:12]([CH3:14])[CH3:13])(=[O:10])=[O:9])=[CH:4][C:3]=2[F:15])=[CH:20][CH:19]=1)#[N:17]. The yield is 0.190. (2) The reactants are COCCN(S(F)(F)[F:11])CCOC.[C:14]([O:18][C:19]([N:21]1[CH2:26][CH2:25][C:24]([C:28]2[CH:33]=[CH:32][C:31]([Br:34])=[CH:30][CH:29]=2)(O)[CH2:23][CH2:22]1)=[O:20])([CH3:17])([CH3:16])[CH3:15]. The catalyst is C(Cl)Cl. The product is [C:14]([O:18][C:19]([N:21]1[CH2:26][CH2:25][C:24]([C:28]2[CH:33]=[CH:32][C:31]([Br:34])=[CH:30][CH:29]=2)([F:11])[CH2:23][CH2:22]1)=[O:20])([CH3:17])([CH3:16])[CH3:15]. The yield is 0.910. (3) The reactants are COC1C=C(C=CC=1OC)C[NH:7][C:8]1[N:29]=[CH:28][C:11]2[C:12]3[N:16]([CH2:17][CH2:18][O:19][C:10]=2[CH:9]=1)[CH:15]=[C:14]([C:20]1[N:21]([CH:25]([CH3:27])[CH3:26])[N:22]=[CH:23][N:24]=1)[N:13]=3.C(O)(C(F)(F)F)=O. No catalyst specified. The yield is 0.550. The product is [CH:25]([N:21]1[C:20]([C:14]2[N:13]=[C:12]3[C:11]4[CH:28]=[N:29][C:8]([NH2:7])=[CH:9][C:10]=4[O:19][CH2:18][CH2:17][N:16]3[CH:15]=2)=[N:24][CH:23]=[N:22]1)([CH3:27])[CH3:26]. (4) The reactants are [NH2:1][C:2]1[CH:7]=[C:6]([Cl:8])[CH:5]=[CH:4][C:3]=1[S:9][CH2:10][CH2:11][C:12]([N:14]([CH3:16])[CH3:15])=[O:13].[Cl:17][C:18]1[CH:23]=[CH:22][C:21]([S:24](Cl)(=[O:26])=[O:25])=[C:20]([F:28])[CH:19]=1. The catalyst is N1C=CC=CC=1. The product is [Cl:8][C:6]1[CH:5]=[CH:4][C:3]([S:9][CH2:10][CH2:11][C:12]([N:14]([CH3:15])[CH3:16])=[O:13])=[C:2]([NH:1][S:24]([C:21]2[CH:22]=[CH:23][C:18]([Cl:17])=[CH:19][C:20]=2[F:28])(=[O:26])=[O:25])[CH:7]=1. The yield is 0.750.